From a dataset of Catalyst prediction with 721,799 reactions and 888 catalyst types from USPTO. Predict which catalyst facilitates the given reaction. (1) Reactant: FC(F)(F)C(O)=O.[CH:8]1([CH2:14][CH2:15][CH2:16][C@@H:17]([C:22]2[O:26][N:25]=[C:24]([C:27]([N:29]3[CH2:34][CH2:33][CH:32]([N:35]([CH3:37])[CH3:36])[CH2:31][CH2:30]3)=[O:28])[N:23]=2)[CH2:18][C:19]([OH:21])=O)[CH2:13][CH2:12][CH2:11][CH2:10][CH2:9]1.CN1CCOCC1.ClC(OCC(C)C)=O.Cl.[NH2:54][OH:55]. Product: [NH3:23].[CH:8]1([CH2:14][CH2:15][CH2:16][C@@H:17]([C:22]2[O:26][N:25]=[C:24]([C:27]([N:29]3[CH2:34][CH2:33][CH:32]([N:35]([CH3:37])[CH3:36])[CH2:31][CH2:30]3)=[O:28])[N:23]=2)[CH2:18][C:19]([NH:54][OH:55])=[O:21])[CH2:9][CH2:10][CH2:11][CH2:12][CH2:13]1. The catalyst class is: 9. (2) Reactant: [Cl:1][C:2]1[C:11]2[C:6](=[CH:7][CH:8]=[CH:9][CH:10]=2)[N:5]=[C:4]([C:12]2[CH:17]=[CH:16][CH:15]=[CH:14][C:13]=2[O:18]C)[N:3]=1.B(Br)(Br)Br. Product: [Cl:1][C:2]1[C:11]2[C:6](=[CH:7][CH:8]=[CH:9][CH:10]=2)[N:5]=[C:4]([C:12]2[CH:17]=[CH:16][CH:15]=[CH:14][C:13]=2[OH:18])[N:3]=1. The catalyst class is: 4. (3) Reactant: [C@@H:1]([C@@H:5]([C:14](=[O:52])[N:15]([CH2:49][CH2:50][CH3:51])[C@@H:16]([CH:46]([CH3:48])[CH3:47])[CH2:17][C@H:18]([C:23]1[S:24][CH:25]=[C:26]([C:28]([NH:30][C@@H:31]([CH2:39][C:40]2[CH:45]=[CH:44][CH:43]=[CH:42][CH:41]=2)[CH2:32][C:33]([CH3:38])([CH3:37])[C:34]([OH:36])=[O:35])=[O:29])[N:27]=1)[O:19][C:20](=[O:22])[CH3:21])[NH:6]C(=O)OC(C)(C)C)([CH2:3][CH3:4])[CH3:2].[C:53]([OH:59])([C:55]([F:58])([F:57])[F:56])=[O:54]. Product: [C:20]([O:19][C@@H:18]([C:23]1[S:24][CH:25]=[C:26]([C:28]([NH:30][C@@H:31]([CH2:39][C:40]2[CH:41]=[CH:42][CH:43]=[CH:44][CH:45]=2)[CH2:32][C:33]([CH3:38])([CH3:37])[C:34]([OH:36])=[O:35])=[O:29])[N:27]=1)[CH2:17][C@@H:16]([N:15]([CH2:49][CH2:50][CH3:51])[C:14](=[O:52])[C@@H:5]([NH2:6])[C@@H:1]([CH3:2])[CH2:3][CH3:4])[CH:46]([CH3:47])[CH3:48])(=[O:22])[CH3:21].[C:53]([OH:59])([C:55]([F:58])([F:57])[F:56])=[O:54]. The catalyst class is: 2. (4) Reactant: Br[C:2]1[CH:10]=[C:9]2[C:5]([CH2:6][O:7][C:8]2=[O:11])=[CH:4][CH:3]=1.P([O-])([O-])([O-])=O.[K+].[K+].[K+].[CH2:20]1COC[CH2:21]1. The catalyst class is: 6. Product: [CH2:20]([C:2]1[CH:10]=[C:9]2[C:5]([CH2:6][O:7][C:8]2=[O:11])=[CH:4][CH:3]=1)[CH3:21]. (5) Reactant: [CH3:1][O:2][C:3]([C:5]1[S:6][C:7]([C:11]#[C:12][C:13]([CH3:16])([CH3:15])[CH3:14])=[CH:8][C:9]=1[NH2:10])=[O:4].N1C=CC=CC=1.[Cl:23][C:24]1[CH:32]=[C:31]([Cl:33])[CH:30]=[CH:29][C:25]=1[C:26](Cl)=[O:27].C(=O)(O)[O-].[Na+]. Product: [CH3:1][O:2][C:3]([C:5]1[S:6][C:7]([C:11]#[C:12][C:13]([CH3:16])([CH3:15])[CH3:14])=[CH:8][C:9]=1[NH:10][C:26](=[O:27])[C:25]1[CH:29]=[CH:30][C:31]([Cl:33])=[CH:32][C:24]=1[Cl:23])=[O:4]. The catalyst class is: 11. (6) Reactant: [Br:1][C:2]1[CH:3]=[C:4]2[C:9](=[CH:10][CH:11]=1)[CH:8]=[C:7]([C:12]([OH:14])=O)[CH:6]=[CH:5]2.C(Cl)(=O)C([Cl:18])=O. Product: [Br:1][C:2]1[CH:3]=[C:4]2[C:9](=[CH:10][CH:11]=1)[CH:8]=[C:7]([C:12]([Cl:18])=[O:14])[CH:6]=[CH:5]2. The catalyst class is: 139.